Dataset: Forward reaction prediction with 1.9M reactions from USPTO patents (1976-2016). Task: Predict the product of the given reaction. (1) Given the reactants [C:1]([O:5][C:6](=[O:31])[NH:7][C@H:8]([C:17](N1[C@@H](C2C=CC=CC=2)COC1=O)=[O:18])[C@@H:9]([C:11]1[CH:16]=[CH:15][CH:14]=[CH:13][CH:12]=1)[CH3:10])([CH3:4])([CH3:3])[CH3:2].OO.[OH-].[Li+].S([O-])(O)=[O:37].[Na+], predict the reaction product. The product is: [C:1]([O:5][C:6]([NH:7][C@@H:8]([C@@H:9]([C:11]1[CH:12]=[CH:13][CH:14]=[CH:15][CH:16]=1)[CH3:10])[C:17]([OH:18])=[O:37])=[O:31])([CH3:2])([CH3:3])[CH3:4]. (2) Given the reactants [F:1][C:2]1[C:7]2[C:8]([CH2:11][O:12][C:13]3[CH:21]=[CH:20][CH:19]=[C:18]4[C:14]=3[CH:15]=[C:16]([C:22](O)=[O:23])[NH:17]4)=[CH:9][O:10][C:6]=2[CH:5]=[C:4]([F:25])[CH:3]=1.[NH2:26][CH:27]1[CH2:32][CH2:31][C:30]([CH2:34][CH2:35][N:36]2[CH2:41][CH2:40][C@H:39]([OH:42])[C@@H:38]([CH3:43])[CH2:37]2)([OH:33])[CH2:29][CH2:28]1, predict the reaction product. The product is: [OH:33][C:30]1([CH2:34][CH2:35][N:36]2[CH2:41][CH2:40][C@H:39]([OH:42])[C@@H:38]([CH3:43])[CH2:37]2)[CH2:31][CH2:32][CH:27]([NH:26][C:22]([C:16]2[NH:17][C:18]3[C:14]([CH:15]=2)=[C:13]([O:12][CH2:11][C:8]2[C:7]4[C:2]([F:1])=[CH:3][C:4]([F:25])=[CH:5][C:6]=4[O:10][CH:9]=2)[CH:21]=[CH:20][CH:19]=3)=[O:23])[CH2:28][CH2:29]1. (3) Given the reactants [F:1][C:2]([F:25])([F:24])[C:3]([NH:5][CH:6]1[CH2:12][CH2:11][C:10](F)([C:13]2[N:14]([CH3:21])[N:15]=[CH:16][C:17]=2[N+:18]([O-])=O)[CH2:9][CH2:8][CH:7]1[OH:23])=[O:4].[H][H].CCN(C(C)C)C(C)C.[C:37]([O:41][C:42]([NH:44][C:45]1[S:49][C:48]([C:50]2[C:55]([F:56])=[CH:54][CH:53]=[CH:52][C:51]=2[F:57])=[N:47][C:46]=1[C:58](O)=[O:59])=[O:43])([CH3:40])([CH3:39])[CH3:38].C1CN([P+](ON2N=NC3C=CC=CC2=3)(N2CCCC2)N2CCCC2)CC1.F[P-](F)(F)(F)(F)F, predict the reaction product. The product is: [F:57][C:51]1[CH:52]=[CH:53][CH:54]=[C:55]([F:56])[C:50]=1[C:48]1[S:49][C:45]([NH:44][C:42](=[O:43])[O:41][C:37]([CH3:39])([CH3:38])[CH3:40])=[C:46]([C:58](=[O:59])[NH:18][C:17]2[CH:16]=[N:15][N:14]([CH3:21])[C:13]=2[C:10]23[O:23][CH:7]([CH2:8][CH2:9]2)[CH:6]([NH:5][C:3](=[O:4])[C:2]([F:25])([F:24])[F:1])[CH2:12][CH2:11]3)[N:47]=1. (4) Given the reactants [C:1]1([C:7]2[N:8]=[C:9]([CH2:12][CH2:13][NH:14][C:15](=[O:21])[O:16][C:17]([CH3:20])([CH3:19])[CH3:18])[NH:10][CH:11]=2)[CH:6]=[CH:5][CH:4]=[CH:3][CH:2]=1.[C:22](=O)([O-])[O-].[K+].[K+].IC.C(OCC)(=O)C.CCCCCCC, predict the reaction product. The product is: [CH3:22][N:10]1[CH:11]=[C:7]([C:1]2[CH:2]=[CH:3][CH:4]=[CH:5][CH:6]=2)[N:8]=[C:9]1[CH2:12][CH2:13][NH:14][C:15](=[O:21])[O:16][C:17]([CH3:18])([CH3:20])[CH3:19]. (5) Given the reactants [C:1]([N:3]=[C:4]([N:13]1[CH2:18][CH2:17][NH:16][CH2:15][C:14]1([CH3:20])[CH3:19])[NH:5][C:6]1[CH:11]=[CH:10][CH:9]=[CH:8][C:7]=1[CH3:12])#[N:2].C[C:22]1[N:26]([C:27]2[CH:32]=[CH:31][CH:30]=[CH:29][CH:28]=2)[N:25]=[N:24][N:23]=1.[F-].[K+].C(N(CC)CC)C, predict the reaction product. The product is: [C:1]([N:3]=[C:4]([N:13]1[CH2:18][CH2:17][N:16]([C:22]2[N:26]([C:27]3[CH:32]=[CH:31][CH:30]=[CH:29][CH:28]=3)[N:25]=[N:24][N:23]=2)[CH2:15][C:14]1([CH3:20])[CH3:19])[NH:5][C:6]1[CH:11]=[CH:10][CH:9]=[CH:8][C:7]=1[CH3:12])#[N:2].